From a dataset of Full USPTO retrosynthesis dataset with 1.9M reactions from patents (1976-2016). Predict the reactants needed to synthesize the given product. (1) Given the product [NH2:1][C:2]1[C:7]([C:8]2[CH:16]=[CH:15][C:11]([C:12]([NH:32][CH2:31][C:29]3[CH:28]=[CH:27][CH:26]=[C:25]([CH3:24])[N:30]=3)=[O:14])=[C:10]([F:17])[CH:9]=2)=[CH:6][C:5]([CH:18]2[CH2:23][CH2:22][O:21][CH2:20][CH2:19]2)=[CH:4][N:3]=1, predict the reactants needed to synthesize it. The reactants are: [NH2:1][C:2]1[C:7]([C:8]2[CH:16]=[CH:15][C:11]([C:12]([OH:14])=O)=[C:10]([F:17])[CH:9]=2)=[CH:6][C:5]([CH:18]2[CH2:23][CH2:22][O:21][CH2:20][CH2:19]2)=[CH:4][N:3]=1.[CH3:24][C:25]1[N:30]=[C:29]([CH2:31][NH2:32])[CH:28]=[CH:27][CH:26]=1.CCN(C(C)C)C(C)C.C1CN([P+](ON2N=NC3C=CC=CC2=3)(N2CCCC2)N2CCCC2)CC1.F[P-](F)(F)(F)(F)F. (2) Given the product [F:12][C:9]([F:10])([F:11])[C:7]1[CH:6]=[C:5]([C@H:13]([O:15][C@H:16]2[CH2:20][CH2:19][C@@H:18]([N:21]([CH2:33][C:34]([O:36][CH3:37])=[O:35])[CH3:22])[C@@H:17]2[C:23]2[CH:28]=[CH:27][C:26]([F:29])=[CH:25][CH:24]=2)[CH3:14])[CH:4]=[C:3]([C:2]([F:1])([F:30])[F:31])[CH:8]=1, predict the reactants needed to synthesize it. The reactants are: [F:1][C:2]([F:31])([F:30])[C:3]1[CH:4]=[C:5]([C@H:13]([O:15][C@H:16]2[CH2:20][CH2:19][C@@H:18]([NH:21][CH3:22])[C@@H:17]2[C:23]2[CH:28]=[CH:27][C:26]([F:29])=[CH:25][CH:24]=2)[CH3:14])[CH:6]=[C:7]([C:9]([F:12])([F:11])[F:10])[CH:8]=1.Br[CH2:33][C:34]([O:36][C:37](C)(C)C)=[O:35].CCN(C(C)C)C(C)C. (3) Given the product [CH:1]([N:4]1[C:9](=[O:10])[C:8]([O:11][CH3:12])=[C:7]2[C:13](=[O:17])[N:14]([CH2:21][C:22]3[CH:31]=[CH:30][C:29]4[C:24](=[CH:25][CH:26]=[CH:27][CH:28]=4)[N:23]=3)[CH2:15][CH2:16][N:6]2[C:5]1=[O:18])([CH3:3])[CH3:2], predict the reactants needed to synthesize it. The reactants are: [CH:1]([N:4]1[C:9](=[O:10])[C:8]([O:11][CH3:12])=[C:7]2[C:13](=[O:17])[NH:14][CH2:15][CH2:16][N:6]2[C:5]1=[O:18])([CH3:3])[CH3:2].Cl.Cl[CH2:21][C:22]1[CH:31]=[CH:30][C:29]2[C:24](=[CH:25][CH:26]=[CH:27][CH:28]=2)[N:23]=1.[H-].[Na+]. (4) Given the product [OH:11][C:12]1([C:25]2[CH:30]=[CH:29][C:28]([O:31][CH2:5][C:4]3[CH:7]=[CH:8][CH:9]=[CH:10][C:3]=3[C:1]#[N:2])=[CH:27][CH:26]=2)[CH2:17][CH2:16][CH2:15][CH2:14][CH:13]1[NH:18][S:19]([CH:22]([CH3:24])[CH3:23])(=[O:21])=[O:20], predict the reactants needed to synthesize it. The reactants are: [C:1]([C:3]1[CH:10]=[CH:9][CH:8]=[CH:7][C:4]=1[CH2:5]Br)#[N:2].[OH:11][C:12]1([C:25]2[CH:30]=[CH:29][C:28]([OH:31])=[CH:27][CH:26]=2)[CH2:17][CH2:16][CH2:15][CH2:14][CH:13]1[NH:18][S:19]([CH:22]([CH3:24])[CH3:23])(=[O:21])=[O:20]. (5) Given the product [Cl:49][C:43]1[CH:44]=[N:45][CH:46]=[C:47]([Cl:48])[C:42]=1[C:40](=[O:41])[CH2:39][N:29]([CH2:30][C:31]1[CH:36]=[C:35]([F:37])[CH:34]=[C:33]([F:38])[CH:32]=1)[C:27]([C:21]1[CH:20]=[N:19][N:18]([C@H:15]2[CH2:14][CH2:13][C@H:12]([C:10](=[O:11])[NH:9][OH:8])[CH2:17][CH2:16]2)[C:22]=1[C:23]([F:26])([F:24])[F:25])=[O:28], predict the reactants needed to synthesize it. The reactants are: [Si]([O:8][NH:9][C:10]([C@H:12]1[CH2:17][CH2:16][C@H:15]([N:18]2[C:22]([C:23]([F:26])([F:25])[F:24])=[C:21]([C:27]([N:29]([CH2:39][C:40]([C:42]3[C:47]([Cl:48])=[CH:46][N:45]=[CH:44][C:43]=3[Cl:49])=[O:41])[CH2:30][C:31]3[CH:36]=[C:35]([F:37])[CH:34]=[C:33]([F:38])[CH:32]=3)=[O:28])[CH:20]=[N:19]2)[CH2:14][CH2:13]1)=[O:11])(C(C)(C)C)(C)C.CCCC[N+](CCCC)(CCCC)CCCC.[F-]. (6) The reactants are: [Li+].[OH-].[Br:3][C:4]1[CH:5]=[CH:6][C:7]([O:21][CH2:22][C:23]2[CH:28]=[CH:27][CH:26]=[CH:25][C:24]=2[F:29])=[C:8]([CH:20]=1)[C:9]([O:11]CC1C=CC=CC=1F)=[O:10].Cl. Given the product [Br:3][C:4]1[CH:5]=[CH:6][C:7]([O:21][CH2:22][C:23]2[CH:28]=[CH:27][CH:26]=[CH:25][C:24]=2[F:29])=[C:8]([CH:20]=1)[C:9]([OH:11])=[O:10], predict the reactants needed to synthesize it. (7) Given the product [Br:1][C:2]1[CH:3]=[CH:4][C:5]([F:22])=[C:6]([CH:21]=1)[CH2:7][N:8]1[C:16]2[C:11](=[N:12][CH:13]=[CH:14][CH:15]=2)[C:10]([C:17]([OH:19])=[O:18])=[CH:9]1, predict the reactants needed to synthesize it. The reactants are: [Br:1][C:2]1[CH:3]=[CH:4][C:5]([F:22])=[C:6]([CH:21]=1)[CH2:7][N:8]1[C:16]2[C:11](=[N:12][CH:13]=[CH:14][CH:15]=2)[C:10]([C:17]([O:19]C)=[O:18])=[CH:9]1.O.[OH-].[Li+].Cl. (8) Given the product [F:1][C:2]1[CH:3]=[C:4]2[C:8](=[CH:9][CH:10]=1)[N:7]([CH2:25][CH2:24][O:23][C:20]1[CH:19]=[CH:18][C:17]([CH3:16])=[CH:22][N:21]=1)[C:6]([C:11]([O:13][CH2:14][CH3:15])=[O:12])=[CH:5]2, predict the reactants needed to synthesize it. The reactants are: [F:1][C:2]1[CH:3]=[C:4]2[C:8](=[CH:9][CH:10]=1)[NH:7][C:6]([C:11]([O:13][CH2:14][CH3:15])=[O:12])=[CH:5]2.[CH3:16][C:17]1[CH:18]=[CH:19][C:20]([O:23][CH2:24][CH2:25]O)=[N:21][CH:22]=1. (9) Given the product [OH:27][C:22]([C:16]1[CH:15]=[CH:14][C:13]2[C:18](=[CH:19][CH:20]=[C:11]([C:2]([C:3]([F:6])([F:5])[F:4])([OH:1])[C:7]([F:10])([F:9])[F:8])[C:12]=2[NH:32][C:43](=[O:39])[C:42]2[CH:36]=[CH:35][CH:34]=[CH:40][CH:41]=2)[C:17]=1[NH:21][C:44](=[O:51])[C:45]1[CH:50]=[CH:49][CH:48]=[CH:47][CH:46]=1)([C:28]([F:29])([F:30])[F:31])[C:23]([F:25])([F:26])[F:24], predict the reactants needed to synthesize it. The reactants are: [OH:1][C:2]([C:11]1[CH:20]=[CH:19][C:18]2[C:17]([NH2:21])=[C:16]([C:22]([C:28]([F:31])([F:30])[F:29])([OH:27])[C:23]([F:26])([F:25])[F:24])[CH:15]=[CH:14][C:13]=2[C:12]=1[NH2:32])([C:7]([F:10])([F:9])[F:8])[C:3]([F:6])([F:5])[F:4].N1C=C[CH:36]=[CH:35][CH:34]=1.[O:39]1[CH2:43][CH2:42][CH2:41][CH2:40]1.[C:44](Cl)(=[O:51])[C:45]1[CH:50]=[CH:49][CH:48]=[CH:47][CH:46]=1.